Dataset: Full USPTO retrosynthesis dataset with 1.9M reactions from patents (1976-2016). Task: Predict the reactants needed to synthesize the given product. (1) The reactants are: Br[C:2]1[CH:10]=[CH:9][C:5]([C:6]([OH:8])=[O:7])=[C:4]([CH3:11])[CH:3]=1.C1(C)C=CC=CC=1P(C1C=CC=CC=1C)C1C=CC=CC=1C.C([O-])(=O)C.[K+].[F:39][C:40]([F:44])([F:43])[CH:41]=[CH2:42].CN(C)C(=O)C. Given the product [CH3:11][C:4]1[CH:3]=[C:2](/[CH:42]=[CH:41]/[C:40]([F:44])([F:43])[F:39])[CH:10]=[CH:9][C:5]=1[C:6]([OH:8])=[O:7], predict the reactants needed to synthesize it. (2) Given the product [C:1]([O:5][C:6]([N:8]1[CH2:13][CH2:12][CH2:11][CH2:10][CH:9]1[C:14]([S:38][C:33]1[CH:34]=[CH:35][CH:36]=[CH:37][N:32]=1)=[O:16])=[O:7])([CH3:2])([CH3:3])[CH3:4], predict the reactants needed to synthesize it. The reactants are: [C:1]([O:5][C:6]([N:8]1[CH2:13][CH2:12][CH2:11][CH2:10][CH:9]1[C:14]([OH:16])=O)=[O:7])([CH3:4])([CH3:3])[CH3:2].C1(N=C=NC2CCCCC2)CCCCC1.[N:32]1[CH:37]=[CH:36][CH:35]=[CH:34][C:33]=1[SH:38]. (3) Given the product [F:26][C:27]([F:40])([F:39])[S:28]([O:1][C:2]1[CH:11]=[CH:10][C:9]2[O:8][C:7](=[O:12])[CH:6]=[CH:5][C:4]=2[C:3]=1[C:13]([O:15][CH3:16])=[O:14])(=[O:30])=[O:29], predict the reactants needed to synthesize it. The reactants are: [OH:1][C:2]1[CH:11]=[CH:10][C:9]2[O:8][C:7](=[O:12])[CH:6]=[CH:5][C:4]=2[C:3]=1[C:13]([O:15][CH3:16])=[O:14].CCN(C(C)C)C(C)C.[F:26][C:27]([F:40])([F:39])[S:28](O[S:28]([C:27]([F:40])([F:39])[F:26])(=[O:30])=[O:29])(=[O:30])=[O:29]. (4) Given the product [Br:12][C:5]1[C:6]([CH2:7][C:8]([O:10][CH3:11])=[O:9])=[C:2]([C:19]2[CH:20]=[CH:21][C:16]([C:13]([OH:15])=[O:14])=[CH:17][CH:18]=2)[S:3][CH:4]=1, predict the reactants needed to synthesize it. The reactants are: Br[C:2]1[S:3][CH:4]=[C:5]([Br:12])[C:6]=1[CH2:7][C:8]([O:10][CH3:11])=[O:9].[C:13]([C:16]1[CH:21]=[CH:20][C:19](B(O)O)=[CH:18][CH:17]=1)([OH:15])=[O:14].C([O-])([O-])=O.[Na+].[Na+]. (5) Given the product [NH2:32][CH2:31][CH2:30][C:29]1[CH:24]=[CH:25][C:26]([OH:34])=[C:27]([OH:33])[CH:28]=1, predict the reactants needed to synthesize it. The reactants are: C1(N=C=NC2CCCCC2)CCCCC1.ON1C(=O)CCC1=O.[CH:24]1[C:29]([CH2:30][CH2:31][NH2:32])=[CH:28][C:27]([OH:33])=[C:26]([OH:34])[CH:25]=1.Cl.CCN(CC)CC. (6) Given the product [CH2:14]([O:12][C:11]([CH:8]1[CH2:9][CH2:10][NH:5][CH2:6][CH2:7]1)=[O:13])[C:15]1[CH:20]=[CH:19][CH:18]=[CH:17][CH:16]=1, predict the reactants needed to synthesize it. The reactants are: S(Cl)(Cl)=O.[NH:5]1[CH2:10][CH2:9][CH:8]([C:11]([OH:13])=[O:12])[CH2:7][CH2:6]1.[CH2:14](O)[C:15]1[CH:20]=[CH:19][CH:18]=[CH:17][CH:16]=1. (7) Given the product [CH2:1]([O:8][C:9]([N:11]1[CH2:16][C@H:15]([O:17][CH2:18][C:19]2[CH:20]=[CH:21][C:22]3[O:27][CH2:26][CH2:25][N:24]([CH2:28][CH2:29][CH2:30][O:31][CH3:32])[C:23]=3[CH:33]=2)[C@@H:14]([C:34]2[CH:39]=[CH:38][C:37]([O:40][CH3:41])=[CH:36][CH:35]=2)[CH2:13][C@@H:12]1[C:42](=[O:43])[NH:55][CH2:54][C:53]1[CH:52]=[C:51]([C:45]2[CH:46]=[CH:47][CH:48]=[CH:49][CH:50]=2)[CH:58]=[CH:57][CH:56]=1)=[O:10])[C:2]1[CH:7]=[CH:6][CH:5]=[CH:4][CH:3]=1, predict the reactants needed to synthesize it. The reactants are: [CH2:1]([O:8][C:9]([N:11]1[CH2:16][C@H:15]([O:17][CH2:18][C:19]2[CH:20]=[CH:21][C:22]3[O:27][CH2:26][CH2:25][N:24]([CH2:28][CH2:29][CH2:30][O:31][CH3:32])[C:23]=3[CH:33]=2)[C@@H:14]([C:34]2[CH:39]=[CH:38][C:37]([O:40][CH3:41])=[CH:36][CH:35]=2)[CH2:13][C@@H:12]1[C:42](O)=[O:43])=[O:10])[C:2]1[CH:7]=[CH:6][CH:5]=[CH:4][CH:3]=1.[C:45]1([C:51]2[CH:52]=[C:53]([CH:56]=[CH:57][CH:58]=2)[CH2:54][NH2:55])[CH:50]=[CH:49][CH:48]=[CH:47][CH:46]=1. (8) Given the product [OH:31][CH:29]([CH3:30])[CH2:28][CH2:27][C:26]([N:7]([CH2:8][C:9]1[CH:14]=[CH:13][C:12]([C:15]2[CH:20]=[CH:19][CH:18]=[CH:17][C:16]=2[C:21]2[NH:25][N:24]=[N:23][N:22]=2)=[CH:11][CH:10]=1)[C@@H:3]([CH:2]([CH3:1])[CH3:33])[C:4]([OH:6])=[O:5])=[O:32], predict the reactants needed to synthesize it. The reactants are: [CH3:1][CH:2]([CH3:33])[C@H:3]([N:7]([C:26](=[O:32])[CH2:27][CH2:28][C:29](=[O:31])[CH3:30])[CH2:8][C:9]1[CH:14]=[CH:13][C:12]([C:15]2[CH:20]=[CH:19][CH:18]=[CH:17][C:16]=2[C:21]2[NH:25][N:24]=[N:23][N:22]=2)=[CH:11][CH:10]=1)[C:4]([OH:6])=[O:5].[BH4-].[Na+].